This data is from Catalyst prediction with 721,799 reactions and 888 catalyst types from USPTO. The task is: Predict which catalyst facilitates the given reaction. (1) Reactant: [CH2:1]([O:3][C:4](=[O:18])[C:5]1[CH:10]=[C:9](C)[C:8]([N+:12]([O-:14])=[O:13])=[CH:7][C:6]=1[N+:15]([O-:17])=[O:16])[CH3:2].COC(N(C)C)OC. Product: [CH2:1]([O:3][C:4](=[O:18])[C:5]1[CH:10]=[CH:9][C:8]([N+:12]([O-:14])=[O:13])=[CH:7][C:6]=1[N+:15]([O-:17])=[O:16])[CH3:2]. The catalyst class is: 3. (2) Reactant: [NH:1]1[CH2:6][CH:5]=[CH:4][CH2:3][CH2:2]1.C(Cl)Cl.[CH2:10]([O:17][C:18](ON1C(=O)CCC1=O)=[O:19])[C:11]1[CH:16]=[CH:15][CH:14]=[CH:13][CH:12]=1.C(N(CC)CC)C. Product: [N:1]1([C:18]([O:17][CH2:10][C:11]2[CH:16]=[CH:15][CH:14]=[CH:13][CH:12]=2)=[O:19])[CH2:2][CH:3]=[CH:4][CH2:5][CH2:6]1. The catalyst class is: 161. (3) Reactant: [C:1]([C:5]1[CH:10]=[CH:9][C:8]([CH2:11][CH2:12][OH:13])=[CH:7][CH:6]=1)([CH3:4])([CH3:3])[CH3:2].[H-].[Na+].[N+:16]([C:19]1[CH:20]=[C:21]2[C:26](=[CH:27][CH:28]=1)[N:25]=[CH:24][N:23]=[C:22]2Cl)([O-:18])=[O:17].O. Product: [N+:16]([C:19]1[CH:20]=[C:21]2[C:26](=[CH:27][CH:28]=1)[N:25]=[CH:24][N:23]=[C:22]2[O:13][CH2:12][CH2:11][C:8]1[CH:7]=[CH:6][C:5]([C:1]([CH3:4])([CH3:2])[CH3:3])=[CH:10][CH:9]=1)([O-:18])=[O:17]. The catalyst class is: 7. (4) Reactant: [NH2:1][C:2]1[CH:7]=[CH:6][C:5]([Cl:8])=[CH:4][N:3]=1.[F:9][C:10]1[CH:19]=[C:18]([F:20])[CH:17]=[CH:16][C:11]=1[C:12](=O)[CH2:13]Br.[OH-].[Na+]. Product: [Cl:8][C:5]1[CH:6]=[CH:7][C:2]2[N:3]([CH:13]=[C:12]([C:11]3[CH:16]=[CH:17][C:18]([F:20])=[CH:19][C:10]=3[F:9])[N:1]=2)[CH:4]=1. The catalyst class is: 8. (5) Reactant: [NH2:1][OH:2].CO.[CH:5]1([NH:8][CH2:9][C:10]2[CH:15]=[CH:14][C:13](/[CH:16]=[CH:17]/[C:18]#[C:19][C:20]3[CH:25]=[CH:24][C:23]([C:26](=[O:38])[N:27]([CH:29]([C:34]([NH:36][CH3:37])=[O:35])[C:30](OC)=[O:31])[CH3:28])=[CH:22][CH:21]=3)=[CH:12][CH:11]=2)[CH2:7][CH2:6]1.C(OCC)(=O)C. Product: [CH:5]1([NH:8][CH2:9][C:10]2[CH:11]=[CH:12][C:13](/[CH:16]=[CH:17]/[C:18]#[C:19][C:20]3[CH:21]=[CH:22][C:23]([C:26]([N:27]([CH3:28])[CH:29]([C:34]([NH:36][CH3:37])=[O:35])[C:30]([NH:1][OH:2])=[O:31])=[O:38])=[CH:24][CH:25]=3)=[CH:14][CH:15]=2)[CH2:7][CH2:6]1. The catalyst class is: 6. (6) The catalyst class is: 76. Reactant: [NH2:1][CH2:2][C:3]1[C:4]([NH:20][C@H:21]([C:23]2[CH:28]=[CH:27][C:26]([F:29])=[CH:25][CH:24]=2)[CH3:22])=[N:5][C:6]([NH:10][C:11]2[CH:15]=[C:14]([O:16][CH:17]([CH3:19])[CH3:18])[NH:13][N:12]=2)=[C:7]([F:9])[CH:8]=1.[C:30](O)(=[O:32])[CH3:31]. Product: [F:9][C:7]1[CH:8]=[C:3]([CH2:2][NH:1][C:30](=[O:32])[CH3:31])[C:4]([NH:20][C@H:21]([C:23]2[CH:24]=[CH:25][C:26]([F:29])=[CH:27][CH:28]=2)[CH3:22])=[N:5][C:6]=1[NH:10][C:11]1[CH:15]=[C:14]([O:16][CH:17]([CH3:18])[CH3:19])[NH:13][N:12]=1. (7) Reactant: [C:1]([O:5][C@@H:6]([C:11]1[C:12]([CH3:34])=[N:13][C:14]2[N:15]([N:24]=[C:25]([C:27]3[CH:32]=[CH:31][CH:30]=[C:29]([Cl:33])[CH:28]=3)[CH:26]=2)[C:16]=1[C:17]1[CH:22]=[CH:21][C:20]([CH3:23])=[CH:19][CH:18]=1)[C:7]([O:9]C)=[O:8])([CH3:4])([CH3:3])[CH3:2].[OH-].[Na+].Cl. Product: [C:1]([O:5][C@@H:6]([C:11]1[C:12]([CH3:34])=[N:13][C:14]2[N:15]([N:24]=[C:25]([C:27]3[CH:32]=[CH:31][CH:30]=[C:29]([Cl:33])[CH:28]=3)[CH:26]=2)[C:16]=1[C:17]1[CH:18]=[CH:19][C:20]([CH3:23])=[CH:21][CH:22]=1)[C:7]([OH:9])=[O:8])([CH3:4])([CH3:3])[CH3:2]. The catalyst class is: 275.